From a dataset of Forward reaction prediction with 1.9M reactions from USPTO patents (1976-2016). Predict the product of the given reaction. Given the reactants [CH:1]1([N:7]2[CH2:11][CH2:10][CH:9]([CH2:12][C:13]3[C:18]([Cl:19])=[CH:17][C:16]([C:20]4[CH:25]=[CH:24][C:23]([OH:26])=[CH:22][CH:21]=4)=[CH:15][C:14]=3[Cl:27])[C:8]2=[O:28])[CH2:6][CH2:5][CH2:4][CH2:3][CH2:2]1.CC(C)([O-])C.[K+].[C:35]1(=[O:39])[O:38][CH2:37][CH2:36]1, predict the reaction product. The product is: [Cl:19][C:18]1[CH:17]=[C:16]([C:20]2[CH:25]=[CH:24][C:23]([O:26][CH2:37][CH2:36][C:35]([OH:39])=[O:38])=[CH:22][CH:21]=2)[CH:15]=[C:14]([Cl:27])[C:13]=1[CH2:12][CH:9]1[CH2:10][CH2:11][N:7]([CH:1]2[CH2:6][CH2:5][CH2:4][CH2:3][CH2:2]2)[C:8]1=[O:28].